Dataset: Full USPTO retrosynthesis dataset with 1.9M reactions from patents (1976-2016). Task: Predict the reactants needed to synthesize the given product. (1) Given the product [C:23]1(=[O:24])[N:25]([CH2:8][CH2:2][CH2:3][CH2:4][NH:6][C:5]2[CH:7]=[CH:8][C:2]([Cl:1])=[CH:3][C:4]=2[C:9](=[O:14])[C:10]([F:12])([F:13])[F:11])[C:26](=[O:27])[C:21]2=[CH:20][CH:30]=[CH:29][CH:28]=[C:22]12, predict the reactants needed to synthesize it. The reactants are: [Cl:1][C:2]1[CH:8]=[CH:7][C:5]([NH2:6])=[C:4]([C:9](=[O:14])[C:10]([F:13])([F:12])[F:11])[CH:3]=1.BrCCCC[C:20]1[CH:30]=[CH:29][CH:28]=[C:22]2[C:23]([NH:25][C:26](=[O:27])[C:21]=12)=[O:24].O. (2) Given the product [F:1][C:2]1[CH:3]=[CH:4][C:5]([O:26][CH3:27])=[C:6]([C:8]2[CH:13]=[CH:12][N:11]=[C:10]3[NH:14][C:15]([C:17]4[CH2:18][CH2:19][N:20]([CH2:23][CH2:24][NH:25][S:36]([CH3:35])(=[O:38])=[O:37])[CH2:21][CH:22]=4)=[CH:16][C:9]=23)[CH:7]=1, predict the reactants needed to synthesize it. The reactants are: [F:1][C:2]1[CH:3]=[CH:4][C:5]([O:26][CH3:27])=[C:6]([C:8]2[CH:13]=[CH:12][N:11]=[C:10]3[NH:14][C:15]([C:17]4[CH2:18][CH2:19][N:20]([CH2:23][CH2:24][NH2:25])[CH2:21][CH:22]=4)=[CH:16][C:9]=23)[CH:7]=1.C(N(CC)CC)C.[CH3:35][S:36](Cl)(=[O:38])=[O:37]. (3) The reactants are: [CH3:1][O:2][C:3]1([C:8]2[CH:13]=[CH:12][C:11]([C:14]([F:17])([F:16])[F:15])=[CH:10][C:9]=2[CH2:18]O)[CH2:7][CH2:6][CH2:5][CH2:4]1.C(Br)(Br)(Br)[Br:21].C1(P(C2C=CC=CC=2)C2C=CC=CC=2)C=CC=CC=1. Given the product [Br:21][CH2:18][C:9]1[CH:10]=[C:11]([C:14]([F:17])([F:16])[F:15])[CH:12]=[CH:13][C:8]=1[C:3]1([O:2][CH3:1])[CH2:7][CH2:6][CH2:5][CH2:4]1, predict the reactants needed to synthesize it. (4) The reactants are: [CH3:1][O:2][C:3]1[CH:4]=[CH:5][C:6]([CH3:18])=[C:7](B2OC(C)(C)C(C)(C)O2)[CH:8]=1.Cl[C:20]1[C:29]2[C:24](=[CH:25][C:26]([S:30]([O:33][C:34]3[C:39]([F:40])=[C:38]([F:41])[C:37]([F:42])=[C:36]([F:43])[C:35]=3[F:44])(=[O:32])=[O:31])=[CH:27][CH:28]=2)[CH:23]=[CH:22][N:21]=1.P([O-])([O-])([O-])=O.[K+].[K+].[K+]. Given the product [CH3:1][O:2][C:3]1[CH:4]=[CH:5][C:6]([CH3:18])=[C:7]([C:20]2[C:29]3[C:24](=[CH:25][C:26]([S:30]([O:33][C:34]4[C:35]([F:44])=[C:36]([F:43])[C:37]([F:42])=[C:38]([F:41])[C:39]=4[F:40])(=[O:32])=[O:31])=[CH:27][CH:28]=3)[CH:23]=[CH:22][N:21]=2)[CH:8]=1, predict the reactants needed to synthesize it. (5) Given the product [F:1][C:2]1[CH:7]=[C:6]([F:8])[CH:5]=[CH:4][C:3]=1[C:9]1[CH:10]=[C:11]([CH:15]=[C:16]([C:18]([OH:21])([CH3:20])[CH3:19])[N:17]=1)[C:12]([NH:35][C@@H:33]([C:25]1[CH:24]=[N+:23]([O-:22])[C:28]([C:29]([F:30])([F:31])[F:32])=[CH:27][CH:26]=1)[CH3:34])=[O:14], predict the reactants needed to synthesize it. The reactants are: [F:1][C:2]1[CH:7]=[C:6]([F:8])[CH:5]=[CH:4][C:3]=1[C:9]1[CH:10]=[C:11]([CH:15]=[C:16]([C:18]([OH:21])([CH3:20])[CH3:19])[N:17]=1)[C:12]([OH:14])=O.[O-:22][N+:23]1[C:28]([C:29]([F:32])([F:31])[F:30])=[CH:27][CH:26]=[C:25]([C@H:33]([NH2:35])[CH3:34])[CH:24]=1.CN(C(ON1N=NC2C=CC=NC1=2)=[N+](C)C)C.F[P-](F)(F)(F)(F)F.C(N(C(C)C)CC)(C)C.FC(F)(F)C(O)=O.